Dataset: Catalyst prediction with 721,799 reactions and 888 catalyst types from USPTO. Task: Predict which catalyst facilitates the given reaction. (1) Reactant: [CH3:1][C:2]([CH3:14])([CH3:13])[CH2:3][CH2:4][C:5]([N:7]1[CH2:12][CH2:11][CH2:10][CH2:9][CH2:8]1)=O.C[SiH](C)O[SiH](C)C. Product: [CH3:1][C:2]([CH3:14])([CH3:13])[CH2:3][CH:4]=[CH:5][N:7]1[CH2:12][CH2:11][CH2:10][CH2:9][CH2:8]1. The catalyst class is: 11. (2) Reactant: N[CH2:2][C@H:3]1[CH2:7][NH:6][C:5](=[O:8])[CH2:4]1.Cl[C:10]1[N:19]=[C:18]([C:20]2[CH:25]=[CH:24][C:23]([O:26][CH:27]([CH3:29])[CH3:28])=[C:22]([F:30])[CH:21]=2)[CH:17]=[C:16]2[C:11]=1[CH:12]=[CH:13][CH:14]=[N:15]2.[OH2:31]. Product: [F:30][C:22]1[CH:21]=[C:20]([C:18]2[CH:17]=[C:16]3[C:11]([CH:12]=[CH:13][CH:14]=[N:15]3)=[C:10]([O:31][CH2:2][C@H:3]3[CH2:7][NH:6][C:5](=[O:8])[CH2:4]3)[N:19]=2)[CH:25]=[CH:24][C:23]=1[O:26][CH:27]([CH3:29])[CH3:28]. The catalyst class is: 44. (3) Reactant: Cl[CH2:2][CH2:3][CH2:4][N:5]1[CH2:10][CH:9]2[CH:7]([CH:8]2[N:11]([CH3:13])[CH3:12])[CH2:6]1.C([O-])([O-])=O.[K+].[K+].[Cl:20][C:21]1[CH:22]=[C:23]([NH:28][C:29]2[C:38]3[C:33](=[CH:34][C:35]([O:40][CH3:41])=[C:36]([OH:39])[CH:37]=3)[N:32]=[CH:31][N:30]=2)[CH:24]=[CH:25][C:26]=1[F:27]. Product: [Cl:20][C:21]1[CH:22]=[C:23]([NH:28][C:29]2[C:38]3[C:33](=[CH:34][C:35]([O:40][CH3:41])=[C:36]([O:39][CH2:2][CH2:3][CH2:4][N:5]4[CH2:10][CH:9]5[CH:7]([CH:8]5[N:11]([CH3:13])[CH3:12])[CH2:6]4)[CH:37]=3)[N:32]=[CH:31][N:30]=2)[CH:24]=[CH:25][C:26]=1[F:27]. The catalyst class is: 3.